This data is from Forward reaction prediction with 1.9M reactions from USPTO patents (1976-2016). The task is: Predict the product of the given reaction. (1) Given the reactants C(OC[N:9]1[C:13]2[N:14]=[N:15][CH:16]=[C:17]([C:18]3[CH:19]=[N:20][N:21]([CH:23]4[CH2:27][CH2:26][CH2:25][CH:24]4COS(C)(=O)=O)[CH:22]=3)[C:12]=2[CH:11]=[CH:10]1)(=O)C(C)(C)C.[C-]#[N:35].[K+].C1O[CH2:53][CH2:52]OCCOCCOCCOCCOC1, predict the reaction product. The product is: [N:14]1[C:13]2[NH:9][CH:10]=[CH:11][C:12]=2[C:17]([C:18]2[CH:19]=[N:20][N:21]([CH:23]3[CH2:27][CH2:26][CH2:25][CH:24]3[CH2:52][C:53]#[N:35])[CH:22]=2)=[CH:16][N:15]=1. (2) Given the reactants Cl[C:2]1[N:3]=[C:4]2[CH:20]=[C:19]([Cl:21])[CH:18]=[N:17][C:5]2=[N:6][C:7]=1[N:8]1[CH2:13][CH:12]([CH3:14])[N:11]([CH3:15])[CH:10]([CH3:16])[CH2:9]1.O.[NH2:23][NH2:24], predict the reaction product. The product is: [Cl:21][C:19]1[CH:18]=[N:17][C:5]2=[N:6][C:7]([N:8]3[CH2:13][CH:12]([CH3:14])[N:11]([CH3:15])[CH:10]([CH3:16])[CH2:9]3)=[C:2]([NH:23][NH2:24])[N:3]=[C:4]2[CH:20]=1.